Dataset: Forward reaction prediction with 1.9M reactions from USPTO patents (1976-2016). Task: Predict the product of the given reaction. (1) Given the reactants [NH2:1][C:2]1[CH:3]=[C:4]2[C:8](=[CH:9][CH:10]=1)[N:7]([C:11]1[N:19]=[C:18]([NH:20][C@H:21]3[CH2:26][CH2:25][C@H:24]([NH:27]C(OC(C)(C)C)=O)[CH2:23][CH2:22]3)[N:17]=[C:16]3[C:12]=1[N:13]=[CH:14][N:15]3C(OC(C)(C)C)=O)[CH2:6][CH2:5]2.Cl.CO.ClCCl, predict the reaction product. The product is: [NH2:1][C:2]1[CH:3]=[C:4]2[C:8](=[CH:9][CH:10]=1)[N:7]([C:11]1[N:19]=[C:18]([NH:20][C@H:21]3[CH2:26][CH2:25][C@H:24]([NH2:27])[CH2:23][CH2:22]3)[N:17]=[C:16]3[C:12]=1[N:13]=[CH:14][NH:15]3)[CH2:6][CH2:5]2. (2) Given the reactants C([Mg]Br)(C)C.[CH2:6]([C:8]1[CH:19]=[CH:18][C:11]([CH2:12][C:13]2[NH:14][CH:15]=[CH:16][CH:17]=2)=[CH:10][CH:9]=1)[CH3:7].[CH2:20]([O:27][C@@H:28]1[C@@H:33]([O:34][CH2:35][C:36]2[CH:41]=[CH:40][CH:39]=[CH:38][CH:37]=2)[C@H:32]([O:42][CH2:43][C:44]2[CH:49]=[CH:48][CH:47]=[CH:46][CH:45]=2)[C@@H:31]([CH2:50][O:51][CH2:52][C:53]2[CH:58]=[CH:57][CH:56]=[CH:55][CH:54]=2)[O:30][CH:29]1F)[C:21]1[CH:26]=[CH:25][CH:24]=[CH:23][CH:22]=1.[Cl-].[NH4+], predict the reaction product. The product is: [CH2:20]([O:27][C@@H:28]1[C@@H:33]([O:34][CH2:35][C:36]2[CH:41]=[CH:40][CH:39]=[CH:38][CH:37]=2)[C@H:32]([O:42][CH2:43][C:44]2[CH:45]=[CH:46][CH:47]=[CH:48][CH:49]=2)[C@@H:31]([CH2:50][O:51][CH2:52][C:53]2[CH:54]=[CH:55][CH:56]=[CH:57][CH:58]=2)[O:30][C@H:29]1[C:15]1[NH:14][C:13]([CH2:12][C:11]2[CH:18]=[CH:19][C:8]([CH2:6][CH3:7])=[CH:9][CH:10]=2)=[CH:17][CH:16]=1)[C:21]1[CH:22]=[CH:23][CH:24]=[CH:25][CH:26]=1. (3) Given the reactants [Br:1][C:2]1[CH:3]=[C:4]2[C:8](=[CH:9][CH:10]=1)[NH:7][CH:6]=[CH:5]2.Br[C:12]1[CH:13]=[CH:14][C:15]([CH3:18])=[N:16][CH:17]=1, predict the reaction product. The product is: [Br:1][C:2]1[CH:3]=[C:4]2[C:8](=[CH:9][CH:10]=1)[N:7]([C:12]1[CH:13]=[CH:14][C:15]([CH3:18])=[N:16][CH:17]=1)[CH:6]=[CH:5]2. (4) The product is: [ClH:8].[Cl:8][C:9]1[CH:36]=[CH:35][C:12]([CH2:13][N:14]2[CH:15]=[C:16]([C:21]3[CH:26]=[CH:25][C:24]([NH2:27])=[CH:23][CH:22]=3)[CH:17]=[CH:18][C:19]2=[O:20])=[C:11]([F:37])[CH:10]=1. Given the reactants Cl.O1CCOCC1.[Cl:8][C:9]1[CH:36]=[CH:35][C:12]([CH2:13][N:14]2[C:19](=[O:20])[CH:18]=[CH:17][C:16]([C:21]3[CH:26]=[CH:25][C:24]([NH:27]C(=O)OC(C)(C)C)=[CH:23][CH:22]=3)=[CH:15]2)=[C:11]([F:37])[CH:10]=1, predict the reaction product. (5) Given the reactants FF.[N+:3]([CH2:5][C:6]([O:8][CH2:9][CH3:10])=[O:7])#[C-:4].[H-].[Na+].[F:13][C:14]([F:25])([F:24])/[C:15](/Cl)=[N:16]/[C:17]1[CH:22]=[CH:21][CH:20]=[CH:19][N:18]=1, predict the reaction product. The product is: [N:18]1[CH:19]=[CH:20][CH:21]=[CH:22][C:17]=1[N:16]1[C:15]([C:14]([F:13])([F:24])[F:25])=[C:5]([C:6]([O:8][CH2:9][CH3:10])=[O:7])[N:3]=[CH:4]1. (6) Given the reactants [NH:1]1[CH2:5][CH2:4][CH2:3][CH2:2]1.C(=O)([O-])[O-].[Na+].[Na+].Cl[CH2:13][CH2:14][CH2:15][CH2:16][CH2:17][CH2:18][C@H:19]1[CH2:36][C@@:34]2([CH3:35])[C@@H:30]([CH2:31][CH2:32][C@@H:33]2[OH:37])[C@@:29]2([CH:38]=[CH2:39])[C@H:20]1[C:21]1[CH:22]=[CH:23][C:24]([OH:40])=[CH:25][C:26]=1[CH2:27][CH2:28]2, predict the reaction product. The product is: [N:1]1([CH2:13][CH2:14][CH2:15][CH2:16][CH2:17][CH2:18][C@H:19]2[CH2:36][C@@:34]3([CH3:35])[C@@H:30]([CH2:31][CH2:32][C@@H:33]3[OH:37])[C@@:29]3([CH:38]=[CH2:39])[C@H:20]2[C:21]2[CH:22]=[CH:23][C:24]([OH:40])=[CH:25][C:26]=2[CH2:27][CH2:28]3)[CH2:5][CH2:4][CH2:3][CH2:2]1. (7) Given the reactants [N:1]([C:4]1[C:5]2[NH:12][CH:11]=[C:10]([C@@H:13]3[N:17]([C:18]([O:20][C:21]([CH3:24])([CH3:23])[CH3:22])=[O:19])[C@H:16]([CH2:25][OH:26])[C@H:15]4[O:27][C:28]([CH3:31])([CH3:30])[O:29][C@@H:14]34)[C:6]=2[N:7]=[CH:8][N:9]=1)=[N+:2]=[N-:3].[C:32]([NH:35][C@H:36]([C@H:42]1[C@H:46]([NH:47][C:48]([NH:57][C:58]([O:60][C:61]([CH3:64])([CH3:63])[CH3:62])=[O:59])=[N:49][C:50]([O:52][C:53]([CH3:56])([CH3:55])[CH3:54])=[O:51])[CH2:45][C@H:44]([C:65](O)=[O:66])[C@H:43]1[OH:68])[CH:37]([CH2:40][CH3:41])[CH2:38][CH3:39])(=[O:34])[CH3:33].CN(C=O)C.CCN=C=NCCCN(C)C, predict the reaction product. The product is: [C:32]([NH:35][C@H:36]([C@H:42]1[C@H:46]([NH:47][C:48]([NH:57][C:58]([O:60][C:61]([CH3:64])([CH3:63])[CH3:62])=[O:59])=[N:49][C:50]([O:52][C:53]([CH3:54])([CH3:55])[CH3:56])=[O:51])[CH2:45][C@H:44]([C:65]([O:26][CH2:25][C@H:16]2[N:17]([C:18]([O:20][C:21]([CH3:24])([CH3:23])[CH3:22])=[O:19])[C@@H:13]([C:10]3[C:6]4[N:7]=[CH:8][N:9]=[C:4]([N:1]=[N+:2]=[N-:3])[C:5]=4[NH:12][CH:11]=3)[C@@H:14]3[O:29][C:28]([CH3:31])([CH3:30])[O:27][C@H:15]23)=[O:66])[C@H:43]1[OH:68])[CH:37]([CH2:38][CH3:39])[CH2:40][CH3:41])(=[O:34])[CH3:33].